This data is from Full USPTO retrosynthesis dataset with 1.9M reactions from patents (1976-2016). The task is: Predict the reactants needed to synthesize the given product. Given the product [CH3:3]/[C:4](/[CH:11]=[CH:12]/[CH:13]=[C:14](\[CH3:21])/[CH2:15][CH2:16][CH:17]=[C:18]([CH3:20])[CH3:19])=[CH:5]\[C:6]([OH:8])=[O:7], predict the reactants needed to synthesize it. The reactants are: [OH-].[K+].[CH3:3]/[C:4](/[CH:11]=[CH:12]/[CH:13]=[C:14](\[CH3:21])/[CH2:15][CH2:16][CH:17]=[C:18]([CH3:20])[CH3:19])=[CH:5]\[C:6]([O:8]CC)=[O:7].